This data is from Peptide-MHC class II binding affinity with 134,281 pairs from IEDB. The task is: Regression. Given a peptide amino acid sequence and an MHC pseudo amino acid sequence, predict their binding affinity value. This is MHC class II binding data. (1) The peptide sequence is KWMMAMKYPITADKR. The MHC is DRB1_0901 with pseudo-sequence DRB1_0901. The binding affinity (normalized) is 0.436. (2) The peptide sequence is SPALFLSFLYTLELK. The MHC is H-2-IAb with pseudo-sequence H-2-IAb. The binding affinity (normalized) is 0. (3) The peptide sequence is DYVRMWVQAATVMSA. The MHC is DRB1_1201 with pseudo-sequence DRB1_1201. The binding affinity (normalized) is 0.471. (4) The peptide sequence is ALDVWALGLAIFEFV. The MHC is DRB1_0404 with pseudo-sequence DRB1_0404. The binding affinity (normalized) is 0.550.